This data is from Reaction yield outcomes from USPTO patents with 853,638 reactions. The task is: Predict the reaction yield, written as a fraction of the theoretical maximum amount of product (1.0 means a 100% yield; for example, 0.34 means a 34% yield). (1) The reactants are [C:1]([OH:5])(=[O:4])[CH2:2][OH:3].O1[B:11]([C@@H:12]([NH:17][C:18](=[O:31])[CH2:19][NH:20][C:21](=[O:30])[C:22]2[CH:27]=[C:26]([Cl:28])[CH:25]=[CH:24][C:23]=2[Cl:29])[CH2:13][CH:14]([CH3:16])[CH3:15])O[B:11]([C@@H:12]([NH:17][C:18](=[O:31])[CH2:19][NH:20][C:21](=[O:30])[C:22]2[CH:27]=[C:26]([Cl:28])[CH:25]=[CH:24][C:23]=2[Cl:29])[CH2:13][CH:14]([CH3:16])[CH3:15])O[B:11]1[C@@H:12]([NH:17][C:18](=[O:31])[CH2:19][NH:20][C:21](=[O:30])[C:22]1[CH:27]=[C:26]([Cl:28])[CH:25]=[CH:24][C:23]=1[Cl:29])[CH2:13][CH:14]([CH3:16])[CH3:15]. The catalyst is CCOC(C)=O. The product is [Cl:29][C:23]1[CH:24]=[CH:25][C:26]([Cl:28])=[CH:27][C:22]=1[C:21]([NH:20][CH2:19][C:18]([NH:17][C@H:12]([B:11]1[O:4][C:1](=[O:5])[CH2:2][O:3]1)[CH2:13][CH:14]([CH3:16])[CH3:15])=[O:31])=[O:30]. The yield is 0.950. (2) The reactants are [CH2:1]([N:8]1[CH2:11][C:10]([C:17](OCC)=[O:18])([C:12](OCC)=[O:13])[CH2:9]1)[C:2]1[CH:7]=[CH:6][CH:5]=[CH:4][CH:3]=1.[BH4-].[Na+].C(Cl)Cl. The catalyst is CO.[Cl-].[Na+].O. The product is [CH2:1]([N:8]1[CH2:11][C:10]([CH2:12][OH:13])([CH2:17][OH:18])[CH2:9]1)[C:2]1[CH:3]=[CH:4][CH:5]=[CH:6][CH:7]=1. The yield is 0.680. (3) The reactants are C1(P(C2CCCCC2)[C:8]2[CH:13]=[CH:12][CH:11]=[CH:10][C:9]=2[C:14]2[C:19](OC)=[CH:18][CH:17]=[CH:16][C:15]=2OC)CCCCC1.[CH2:30]([O:37][C:38]([C:40]1[N:41]([CH3:52])[N:42]=[N:43][C:44]=1C1C=CC(Br)=CC=1)=[O:39])[C:31]1[CH:36]=[CH:35][CH:34]=[CH:33][CH:32]=1.[C:53]([O:56][CH2:57][CH3:58])(=[O:55])[CH3:54]. The catalyst is C1COCC1.[Cl-].[NH4+].C([O-])(=O)C.[Pd+2].C([O-])(=O)C.[Zn]. The product is [CH2:30]([O:37][C:38]([C:40]1[N:41]([CH3:52])[N:42]=[N:43][C:44]=1[C:17]1[CH:16]=[CH:15][C:14]([CH:9]2[CH2:8][CH2:13][CH:12]([CH2:54][C:53]([O:56][CH2:57][CH3:58])=[O:55])[CH2:11][CH2:10]2)=[CH:19][CH:18]=1)=[O:39])[C:31]1[CH:32]=[CH:33][CH:34]=[CH:35][CH:36]=1. The yield is 0.370. (4) The reactants are [N:1]([C:4]1[CH:13]=[CH:12][CH:11]=[CH:10][C:5]=1[C:6]([O:8]C)=O)=[C:2]=[O:3].[Br:14][C:15]1[CH:21]=[C:20]([N+:22]([O-:24])=[O:23])[CH:19]=[CH:18][C:16]=1[NH2:17].CCN(C(C)C)C(C)C.C1CCN2C(=NCCC2)CC1. The catalyst is CN(C=O)C. The product is [Br:14][C:15]1[CH:21]=[C:20]([N+:22]([O-:24])=[O:23])[CH:19]=[CH:18][C:16]=1[N:17]1[C:6](=[O:8])[C:5]2[C:4](=[CH:13][CH:12]=[CH:11][CH:10]=2)[NH:1][C:2]1=[O:3]. The yield is 0.440. (5) The reactants are Cl[C:2]1[C:11]([CH:12]2[N:17]([C:18]([O:20][CH2:21][C:22]3[CH:27]=[CH:26][CH:25]=[CH:24][CH:23]=3)=[O:19])[CH2:16][CH:15]=[CH:14][CH2:13]2)=[CH:10][C:9]2[C:4](=[CH:5][C:6]([F:28])=[CH:7][CH:8]=2)[N:3]=1.[C:29]1(B(O)O)[CH:34]=[CH:33][CH:32]=[CH:31][CH:30]=1.C([O-])([O-])=O.[Na+].[Na+]. The catalyst is CC#N.O.C1C=CC([P]([Pd]([P](C2C=CC=CC=2)(C2C=CC=CC=2)C2C=CC=CC=2)([P](C2C=CC=CC=2)(C2C=CC=CC=2)C2C=CC=CC=2)[P](C2C=CC=CC=2)(C2C=CC=CC=2)C2C=CC=CC=2)(C2C=CC=CC=2)C2C=CC=CC=2)=CC=1. The product is [F:28][C:6]1[CH:5]=[C:4]2[C:9]([CH:10]=[C:11]([CH:12]3[N:17]([C:18]([O:20][CH2:21][C:22]4[CH:27]=[CH:26][CH:25]=[CH:24][CH:23]=4)=[O:19])[CH2:16][CH:15]=[CH:14][CH2:13]3)[C:2]([C:29]3[CH:34]=[CH:33][CH:32]=[CH:31][CH:30]=3)=[N:3]2)=[CH:8][CH:7]=1. The yield is 0.680. (6) The reactants are [Br:1][C:2]1[CH:3]=[C:4]2[C:9](=[CH:10][C:11]=1[O:12][CH3:13])[N:8]=[C:7](O)[N:6]=[CH:5]2.P(Cl)(Cl)([Cl:17])=O. No catalyst specified. The product is [Br:1][C:2]1[CH:3]=[C:4]2[C:9](=[CH:10][C:11]=1[O:12][CH3:13])[N:8]=[C:7]([Cl:17])[N:6]=[CH:5]2. The yield is 0.550. (7) The reactants are [NH2:1][C:2]1[NH:6][N:5]=[CH:4][C:3]=1[C:7]([C:9]1[S:10][CH:11]=[CH:12][CH:13]=1)=[O:8].CN(C)[CH:16]=[CH:17][C:18]([C:20]1[CH:21]=[C:22]([N:26]([CH2:36][CH3:37])[S:27]([C:30]2[CH:35]=[CH:34][CH:33]=[CH:32][CH:31]=2)(=[O:29])=[O:28])[CH:23]=[CH:24][CH:25]=1)=O.C(OCC)(=O)C. The catalyst is C(O)(=O)C. The product is [CH2:36]([N:26]([C:22]1[CH:23]=[CH:24][CH:25]=[C:20]([C:18]2[N:6]3[N:5]=[CH:4][C:3]([C:7]([C:9]4[S:10][CH:11]=[CH:12][CH:13]=4)=[O:8])=[C:2]3[N:1]=[CH:16][CH:17]=2)[CH:21]=1)[S:27]([C:30]1[CH:35]=[CH:34][CH:33]=[CH:32][CH:31]=1)(=[O:29])=[O:28])[CH3:37]. The yield is 0.644. (8) The reactants are [CH2:1]([O:8][C:9]1[CH:17]=[C:16]([O:18][CH2:19][C:20]2[CH:25]=[CH:24][CH:23]=[CH:22][CH:21]=2)[C:15]([C:26]([CH3:28])=[CH2:27])=[CH:14][C:10]=1[C:11](O)=[O:12])[C:2]1[CH:7]=[CH:6][CH:5]=[CH:4][CH:3]=1.Cl.C(N=C=N)C.ON1C2C=CC=CC=2N=N1.Cl.Cl.[CH2:47]1[C:55]2[C:50](=[CH:51][C:52]([C:56]3([OH:63])[CH2:61][CH2:60][N:59]([CH3:62])[CH2:58][CH2:57]3)=[CH:53][CH:54]=2)[CH2:49][NH:48]1.C(N(CC)CC)C. The catalyst is CN(C=O)C. The product is [CH2:1]([O:8][C:9]1[CH:17]=[C:16]([O:18][CH2:19][C:20]2[CH:21]=[CH:22][CH:23]=[CH:24][CH:25]=2)[C:15]([C:26]([CH3:28])=[CH2:27])=[CH:14][C:10]=1[C:11]([N:48]1[CH2:49][C:50]2[C:55](=[CH:54][CH:53]=[C:52]([C:56]3([OH:63])[CH2:61][CH2:60][N:59]([CH3:62])[CH2:58][CH2:57]3)[CH:51]=2)[CH2:47]1)=[O:12])[C:2]1[CH:3]=[CH:4][CH:5]=[CH:6][CH:7]=1. The yield is 0.690. (9) The yield is 0.510. The reactants are Br[CH2:2][C:3]1[CH:8]=[CH:7][C:6]([O:9][Si:10]([C:23]([CH3:26])([CH3:25])[CH3:24])([C:17]2[CH:22]=[CH:21][CH:20]=[CH:19][CH:18]=2)[C:11]2[CH:16]=[CH:15][CH:14]=[CH:13][CH:12]=2)=[CH:5][N:4]=1.[I-:27].[Na+]. The product is [Si:10]([O:9][C:6]1[CH:7]=[CH:8][C:3]([CH2:2][I:27])=[N:4][CH:5]=1)([C:23]([CH3:26])([CH3:25])[CH3:24])([C:11]1[CH:12]=[CH:13][CH:14]=[CH:15][CH:16]=1)[C:17]1[CH:18]=[CH:19][CH:20]=[CH:21][CH:22]=1. The catalyst is CC(C)=O. (10) The reactants are [CH3:1][O:2][C:3](=[O:17])[C:4]([CH:12]1[CH2:16][CH2:15][CH2:14][CH2:13]1)([OH:11])[C:5]1[CH:10]=[CH:9][CH:8]=[CH:7][CH:6]=1.O[C@@H:19]1[CH:24]2C[CH2:26][N:21]([CH2:22][CH2:23]2)[CH2:20]1. The catalyst is C1(C)C=CC=CC=1. The product is [N:21]12[CH2:22][CH2:23][CH:24]([CH2:19][CH2:20]1)[C@@H:1]([O:2][C:3](=[O:17])[C:4]([CH:12]1[CH2:16][CH2:15][CH2:14][CH2:13]1)([OH:11])[C:5]1[CH:6]=[CH:7][CH:8]=[CH:9][CH:10]=1)[CH2:26]2. The yield is 0.690.